This data is from Reaction yield outcomes from USPTO patents with 853,638 reactions. The task is: Predict the reaction yield, written as a fraction of the theoretical maximum amount of product (1.0 means a 100% yield; for example, 0.34 means a 34% yield). The reactants are ClC(OCC(C)C)=O.[NH:9]([C:29]([O:31][C:32]([CH3:35])([CH3:34])[CH3:33])=[O:30])[C@H:10]([C:26]([OH:28])=O)[CH2:11][CH2:12][CH2:13][CH2:14][NH:15][C:16]([O:18][CH2:19][C:20]1[CH:25]=[CH:24][CH:23]=[CH:22][CH:21]=1)=[O:17].CN1CCOCC1.[NH2:43][C@H:44]([C:49]([NH:51][C@H:52]([C:57]([O:59][CH3:60])=[O:58])[CH2:53][CH:54]([CH3:56])[CH3:55])=[O:50])[CH2:45][CH:46]([CH3:48])[CH3:47].Cl. The catalyst is C(OCC)(=O)C. The product is [NH:9]([C:29]([O:31][C:32]([CH3:35])([CH3:34])[CH3:33])=[O:30])[C@H:10]([C:26]([NH:43][C@H:44]([C:49]([NH:51][C@H:52]([C:57]([O:59][CH3:60])=[O:58])[CH2:53][CH:54]([CH3:55])[CH3:56])=[O:50])[CH2:45][CH:46]([CH3:47])[CH3:48])=[O:28])[CH2:11][CH2:12][CH2:13][CH2:14][NH:15][C:16]([O:18][CH2:19][C:20]1[CH:21]=[CH:22][CH:23]=[CH:24][CH:25]=1)=[O:17]. The yield is 0.902.